Dataset: Reaction yield outcomes from USPTO patents with 853,638 reactions. Task: Predict the reaction yield, written as a fraction of the theoretical maximum amount of product (1.0 means a 100% yield; for example, 0.34 means a 34% yield). (1) The reactants are BrC1N2CCN(C)CC2=[C:4]([C:12]([NH:14][C@@H:15](C(C)(C)C)[C:16](NC)=[O:17])=O)N=1.[CH3:24][C:25]([CH3:53])([CH3:52])[C@H:26]([NH:31][C:32]([C:34]1[N:35]=[C:36]([C:44]#[C:45][C:46]2C=CC=CC=2)[N:37]2[CH2:42][CH2:41][N:40]([CH3:43])[CH2:39][C:38]=12)=[O:33])[C:27]([NH:29][CH3:30])=[O:28].ClC/C=C/B(O)O.C([O-])([O-])=O.[K+].[K+].N1CCOCC1. The catalyst is O1CCOCC1.CCOC(C)=O.C1C=CC([P]([Pd]([P](C2C=CC=CC=2)(C2C=CC=CC=2)C2C=CC=CC=2)([P](C2C=CC=CC=2)(C2C=CC=CC=2)C2C=CC=CC=2)[P](C2C=CC=CC=2)(C2C=CC=CC=2)C2C=CC=CC=2)(C2C=CC=CC=2)C2C=CC=CC=2)=CC=1.O. The product is [CH3:24][C:25]([CH3:53])([CH3:52])[C@H:26]([NH:31][C:32]([C:34]1[N:35]=[C:36](/[CH:44]=[CH:45]/[CH2:46][N:14]2[CH2:12][CH2:4][O:17][CH2:16][CH2:15]2)[N:37]2[CH2:42][CH2:41][N:40]([CH3:43])[CH2:39][C:38]=12)=[O:33])[C:27]([NH:29][CH3:30])=[O:28]. The yield is 0.340. (2) The reactants are [CH2:1]([N:8]([CH2:16][CH3:17])[C:9]1[N:10]=[N:11][C:12](I)=[CH:13][CH:14]=1)[C:2]1[CH:7]=[CH:6][CH:5]=[CH:4][CH:3]=1.[CH3:18][S:19]([NH:22][C:23]1[CH:24]=[C:25](B(O)O)[CH:26]=[CH:27][CH:28]=1)(=[O:21])=[O:20].C(=O)([O-])[O-].[Na+].[Na+]. The catalyst is C1(C)C=CC=CC=1.C(O)C.O.C1C=CC([P]([Pd]([P](C2C=CC=CC=2)(C2C=CC=CC=2)C2C=CC=CC=2)([P](C2C=CC=CC=2)(C2C=CC=CC=2)C2C=CC=CC=2)[P](C2C=CC=CC=2)(C2C=CC=CC=2)C2C=CC=CC=2)(C2C=CC=CC=2)C2C=CC=CC=2)=CC=1. The product is [CH2:1]([N:8]([CH2:16][CH3:17])[C:9]1[N:10]=[N:11][C:12]([C:27]2[CH:28]=[C:23]([NH:22][S:19]([CH3:18])(=[O:20])=[O:21])[CH:24]=[CH:25][CH:26]=2)=[CH:13][CH:14]=1)[C:2]1[CH:7]=[CH:6][CH:5]=[CH:4][CH:3]=1. The yield is 0.290. (3) The reactants are [Cl:1][C:2]1[CH:3]=[C:4]2[C:9](=[CH:10][CH:11]=1)[CH:8]=[C:7]([S:12]([CH2:15][CH2:16][C:17]([OH:19])=O)(=[O:14])=[O:13])[CH:6]=[CH:5]2.[C:20]([O:24][C:25]([N:27]1[CH2:32][CH2:31][CH:30]([NH:33][CH2:34][CH2:35][C:36]([O:38][CH2:39][CH3:40])=[O:37])[CH2:29][CH2:28]1)=[O:26])([CH3:23])([CH3:22])[CH3:21].[Cl-].COC1N=C(OC)N=C([N+]2(C)CCOCC2)N=1. The catalyst is C1COCC1. The product is [Cl:1][C:2]1[CH:3]=[C:4]2[C:9](=[CH:10][CH:11]=1)[CH:8]=[C:7]([S:12]([CH2:15][CH2:16][C:17]([N:33]([CH2:34][CH2:35][C:36]([O:38][CH2:39][CH3:40])=[O:37])[CH:30]1[CH2:31][CH2:32][N:27]([C:25]([O:24][C:20]([CH3:21])([CH3:22])[CH3:23])=[O:26])[CH2:28][CH2:29]1)=[O:19])(=[O:13])=[O:14])[CH:6]=[CH:5]2. The yield is 0.960. (4) The reactants are C(O[C:6]([NH:8][CH:9]([CH:30]([CH3:32])[CH3:31])[C:10]([NH:12][C:13]1[CH:14]=[C:15]([C:27]([OH:29])=[O:28])[N:16]([CH2:18][C:19]2[CH:24]=[CH:23][C:22]([O:25][CH3:26])=[CH:21][CH:20]=2)[N:17]=1)=[O:11])=[O:7])(C)(C)C.F[C:34](F)(F)C(O)=O.[CH3:40][O:41][C:42]1[CH:59]=[CH:58][C:45]([CH2:46][N:47]2[C:51](C(O)=O)=[CH:50][C:49]([N+:55]([O-:57])=[O:56])=[N:48]2)=[CH:44][CH:43]=1.C(P1(=O)OP(CCC)(=O)OP(CCC)(=O)O1)CC.CN1CCOCC1. The catalyst is ClCCl. The product is [CH3:34][O:29][C:27]([C:15]1[N:16]([CH2:18][C:19]2[CH:20]=[CH:21][C:22]([O:25][CH3:26])=[CH:23][CH:24]=2)[N:17]=[C:13]([NH:12][C:10](=[O:11])[CH:9]([NH:8][C:6]([C:51]2[N:47]([CH2:46][C:45]3[CH:44]=[CH:43][C:42]([O:41][CH3:40])=[CH:59][CH:58]=3)[N:48]=[C:49]([N+:55]([O-:57])=[O:56])[CH:50]=2)=[O:7])[CH:30]([CH3:31])[CH3:32])[CH:14]=1)=[O:28]. The yield is 0.500. (5) The reactants are C([O:8][C:9]1[CH:18]=[C:17]2[C:12]([C:13]([O:19][C:20]3[C:21]([C:28]4[CH:33]=[CH:32][CH:31]=[C:30]([CH3:34])[N:29]=4)=[N:22][C:23]([CH3:27])=[C:24]([CH3:26])[CH:25]=3)=[CH:14][CH:15]=[N:16]2)=[CH:11][C:10]=1[O:35][CH3:36])C1C=CC=CC=1.CS(O)(=O)=O. The catalyst is FC(F)(F)C(O)=O. The product is [CH3:36][O:35][C:10]1[CH:11]=[C:12]2[C:17](=[CH:18][C:9]=1[OH:8])[N:16]=[CH:15][CH:14]=[C:13]2[O:19][C:20]1[C:21]([C:28]2[CH:33]=[CH:32][CH:31]=[C:30]([CH3:34])[N:29]=2)=[N:22][C:23]([CH3:27])=[C:24]([CH3:26])[CH:25]=1. The yield is 1.00.